The task is: Predict the reactants needed to synthesize the given product.. This data is from Full USPTO retrosynthesis dataset with 1.9M reactions from patents (1976-2016). (1) Given the product [C:1]([O:4][C:5]1[CH:6]=[C:7]2[C:12](=[CH:13][CH:14]=1)[N:11]=[CH:10][N:9]=[C:8]2[Cl:18])(=[O:3])[CH3:2], predict the reactants needed to synthesize it. The reactants are: [C:1]([O:4][C:5]1[CH:6]=[C:7]2[C:12](=[CH:13][CH:14]=1)[N:11]=[CH:10][NH:9][C:8]2=O)(=[O:3])[CH3:2].O=P(Cl)(Cl)[Cl:18]. (2) Given the product [Br:8][C:12]1[C:13]([NH2:16])=[N:14][CH:15]=[C:10]([F:9])[CH:11]=1, predict the reactants needed to synthesize it. The reactants are: C1C(=O)N([Br:8])C(=O)C1.[F:9][C:10]1[CH:11]=[CH:12][C:13]([NH2:16])=[N:14][CH:15]=1. (3) Given the product [Cl:27][C:25]1[CH:24]=[CH:23][C:22]([O:28][CH:29]([F:30])[F:31])=[C:21]([C:6]2[C:7]([NH:9][C:10]([C:12]3[CH:13]=[N:14][N:15]4[CH:20]=[CH:19][CH:18]=[N:17][C:16]=34)=[O:11])=[CH:8][N:4]([CH2:3][CH2:2][NH:1][CH2:37][C:33]3[O:32][CH:36]=[CH:35][N:34]=3)[N:5]=2)[CH:26]=1, predict the reactants needed to synthesize it. The reactants are: [NH2:1][CH2:2][CH2:3][N:4]1[CH:8]=[C:7]([NH:9][C:10]([C:12]2[CH:13]=[N:14][N:15]3[CH:20]=[CH:19][CH:18]=[N:17][C:16]=23)=[O:11])[C:6]([C:21]2[CH:26]=[C:25]([Cl:27])[CH:24]=[CH:23][C:22]=2[O:28][CH:29]([F:31])[F:30])=[N:5]1.[O:32]1[CH:36]=[CH:35][N:34]=[C:33]1[CH:37]=O.[BH3-]C#N.[Na+]. (4) Given the product [CH3:39][O:43][CH:16]=[C:17]1[C:26]2[C:21](=[CH:22][CH:23]=[C:24]([N+:27]([O-:29])=[O:28])[CH:25]=2)[C:20](=[O:30])[NH:19][C:18]1=[O:31].[CH3:8][CH:6]1[NH:7][CH:2]([CH3:1])[CH2:3][N:4]([C:9]2[CH:14]=[CH:13][C:12]([NH2:15])=[CH:11][CH:10]=2)[CH2:5]1, predict the reactants needed to synthesize it. The reactants are: [CH3:1][CH:2]1[NH:7][CH:6]([CH3:8])[CH2:5][N:4]([C:9]2[CH:14]=[CH:13][C:12]([NH:15]/[CH:16]=[C:17]3\[C:18](=[O:31])[NH:19][C:20](=[O:30])[C:21]4[C:26]\3=[CH:25][C:24]([N+:27]([O-:29])=[O:28])=[CH:23][CH:22]=4)=[CH:11][CH:10]=2)[CH2:3]1.BrC1C=C2C(=CC=1)[C:39](=[O:43])NC(=O)C2=CNC1C=CC(N2CC(C)NC(C)C2)=CC=1. (5) The reactants are: [C:1]1(=[O:5])[CH2:4][CH2:3][CH2:2]1.[CH2:6]([Mg]Cl)[C:7]1[CH:12]=[CH:11][CH:10]=[CH:9][CH:8]=1. Given the product [CH2:6]([C:1]1([OH:5])[CH2:4][CH2:3][CH2:2]1)[C:7]1[CH:12]=[CH:11][CH:10]=[CH:9][CH:8]=1, predict the reactants needed to synthesize it. (6) Given the product [NH:1]1[C:5]2[CH:6]=[CH:7][CH:8]=[CH:9][C:4]=2[N:3]=[C:2]1[CH:10]([NH:20][C:21]([NH:23][CH:37]1[CH2:38][CH2:39][N:34]([CH3:33])[CH2:35][CH2:36]1)=[O:22])[CH2:11][C:12]1[CH:17]=[CH:16][C:15]([O:18][CH3:19])=[CH:14][CH:13]=1, predict the reactants needed to synthesize it. The reactants are: [NH:1]1[C:5]2[CH:6]=[CH:7][CH:8]=[CH:9][C:4]=2[N:3]=[C:2]1[CH:10]([NH:20][C:21]([NH:23]CC1C=CC=CC=1OC)=[O:22])[CH2:11][C:12]1[CH:17]=[CH:16][C:15]([O:18][CH3:19])=[CH:14][CH:13]=1.[CH3:33][N:34]1[CH2:39][CH2:38][CH:37](N)[CH2:36][CH2:35]1.C(O)(C(F)(F)F)=O. (7) Given the product [CH:29]1([C:32]([NH:1][C:2]2[N:28]=[C:5]3[CH:6]=[CH:7][C:8]([O:10][C:11]4[CH:12]=[C:13]([NH:18][C:19]([C:21]5[N:25]([CH3:26])[N:24]=[C:23]([CH3:27])[CH:22]=5)=[O:20])[CH:14]=[C:15]([CH3:17])[CH:16]=4)=[CH:9][N:4]3[N:3]=2)=[O:33])[CH2:31][CH2:30]1, predict the reactants needed to synthesize it. The reactants are: [NH2:1][C:2]1[N:28]=[C:5]2[CH:6]=[CH:7][C:8]([O:10][C:11]3[CH:12]=[C:13]([NH:18][C:19]([C:21]4[N:25]([CH3:26])[N:24]=[C:23]([CH3:27])[CH:22]=4)=[O:20])[CH:14]=[C:15]([CH3:17])[CH:16]=3)=[CH:9][N:4]2[N:3]=1.[CH:29]1([C:32](Cl)=[O:33])[CH2:31][CH2:30]1.